Dataset: Forward reaction prediction with 1.9M reactions from USPTO patents (1976-2016). Task: Predict the product of the given reaction. (1) The product is: [Br:1][C:2]1[CH:9]=[CH:8][C:5]([N:6]([CH3:7])[S:16]([C:10]2[CH:15]=[CH:14][CH:13]=[CH:12][CH:11]=2)(=[O:18])=[O:17])=[CH:4][CH:3]=1. Given the reactants [Br:1][C:2]1[CH:9]=[CH:8][C:5]([NH:6][CH3:7])=[CH:4][CH:3]=1.[C:10]1([S:16](Cl)(=[O:18])=[O:17])[CH:15]=[CH:14][CH:13]=[CH:12][CH:11]=1, predict the reaction product. (2) Given the reactants [Br:1][C:2]1[N:3]=[CH:4][C:5](N)=[N:6][C:7]=1[Cl:8].N([O-])=[O:11].[Na+], predict the reaction product. The product is: [Br:1][C:2]1[N:3]=[CH:4][C:5]([OH:11])=[N:6][C:7]=1[Cl:8]. (3) Given the reactants BrC1C=C2C(=CC=1)C(=O)OC2=O.[CH:13]([NH2:15])=[O:14].[Br:16][C:17]1[CH:27]=[C:21]2C([NH:24][C:25](=[O:26])[C:20]2=[CH:19][CH:18]=1)=O.[OH-].[K+:29], predict the reaction product. The product is: [Br:16][C:17]1[CH:27]=[C:21]([C:13](=[NH:15])[O-:14])[C:20]([C:25](=[NH:24])[O-:26])=[CH:19][CH:18]=1.[K+:29].[K+:29]. (4) The product is: [CH3:22][C:17]1[C:18]([CH3:21])=[C:19]([CH3:20])[N:15]([CH2:14][C@H:11]2[CH2:10][CH2:9][C@H:8]([NH2:7])[CH2:13][CH2:12]2)[N:16]=1. Given the reactants C(OC(=O)[NH:7][C@H:8]1[CH2:13][CH2:12][C@H:11]([CH2:14][N:15]2[C:19]([CH3:20])=[C:18]([CH3:21])[C:17]([CH3:22])=[N:16]2)[CH2:10][CH2:9]1)(C)(C)C.Cl, predict the reaction product.